The task is: Predict the reactants needed to synthesize the given product.. This data is from Full USPTO retrosynthesis dataset with 1.9M reactions from patents (1976-2016). (1) Given the product [Si:1]([O:8][C@H:9]1[CH2:18][C:17]2([CH2:21][CH2:20][CH2:19]2)[CH2:16][C:15]2[N:14]=[C:13]([CH:22]([CH3:24])[CH3:23])[C:12]([C@H:25]([C:34]3[CH:39]=[CH:38][C:37]([C:40]([F:43])([F:42])[F:41])=[CH:36][C:35]=3[F:44])[OH:26])=[C:11]([C:27]3[CH2:28][CH2:29][O:30][CH2:31][CH:32]=3)[C:10]1=2)([C:4]([CH3:6])([CH3:7])[CH3:5])([CH3:2])[CH3:3], predict the reactants needed to synthesize it. The reactants are: [Si:1]([O:8][C@H:9]1[CH2:18][C:17]2([CH2:21][CH2:20][CH2:19]2)[CH2:16][C:15]2[N:14]=[C:13]([CH:22]([CH3:24])[CH3:23])[C:12]([CH:25]=[O:26])=[C:11]([C:27]3[CH2:28][CH2:29][O:30][CH2:31][CH:32]=3)[C:10]1=2)([C:4]([CH3:7])([CH3:6])[CH3:5])([CH3:3])[CH3:2].Br[C:34]1[CH:39]=[CH:38][C:37]([C:40]([F:43])([F:42])[F:41])=[CH:36][C:35]=1[F:44]. (2) Given the product [F:13][C:14]([F:26])([F:27])[C:15]1[CH:16]=[C:17]([CH:18]=[C:19]([C:21]([F:22])([F:23])[F:24])[CH:20]=1)[O:25][CH2:2][CH2:3][CH2:4][CH2:5][CH2:6][CH2:7][C:8]([O:10][CH2:11][CH3:12])=[O:9], predict the reactants needed to synthesize it. The reactants are: Br[CH2:2][CH2:3][CH2:4][CH2:5][CH2:6][CH2:7][C:8]([O:10][CH2:11][CH3:12])=[O:9].[F:13][C:14]([F:27])([F:26])[C:15]1[CH:16]=[C:17]([OH:25])[CH:18]=[C:19]([C:21]([F:24])([F:23])[F:22])[CH:20]=1.CN(C)C=O.C(=O)([O-])[O-].[K+].[K+].